Dataset: Catalyst prediction with 721,799 reactions and 888 catalyst types from USPTO. Task: Predict which catalyst facilitates the given reaction. (1) Reactant: [C:1]([O:5][C:6]([NH:8][C:9]1([C:14]([OH:16])=[O:15])[CH2:13][CH2:12][CH2:11][CH2:10]1)=[O:7])([CH3:4])([CH3:3])[CH3:2].[C:17](=O)([O-])[O-].[K+].[K+].IC. Product: [CH3:17][O:15][C:14]([C:9]1([NH:8][C:6]([O:5][C:1]([CH3:4])([CH3:2])[CH3:3])=[O:7])[CH2:13][CH2:12][CH2:11][CH2:10]1)=[O:16]. The catalyst class is: 21. (2) Reactant: [NH:1]1[C:9]2[C:4](=[CH:5][CH:6]=[CH:7][CH:8]=2)[C:3]([CH:10]=[O:11])=[CH:2]1.[Cl:12][C:13]1[CH:18]=[CH:17][CH:16]=[C:15]([Cl:19])[C:14]=1[S:20](Cl)(=[O:22])=[O:21].C(N(C(C)C)CC)(C)C.C(=O)([O-])O.[Na+]. Product: [Cl:12][C:13]1[CH:18]=[CH:17][CH:16]=[C:15]([Cl:19])[C:14]=1[S:20]([N:1]1[C:9]2[C:4](=[CH:5][CH:6]=[CH:7][CH:8]=2)[C:3]([CH:10]=[O:11])=[CH:2]1)(=[O:22])=[O:21]. The catalyst class is: 2. (3) Reactant: [CH3:1][N:2]([CH3:15])[S:3]([N:6]1[CH:10]=[CH:9][C:8]([C:11]([F:14])([F:13])[F:12])=[N:7]1)(=[O:5])=[O:4].C([Li])CCC.C1CCCCC1.[Cl:27]C(Cl)(Cl)C(Cl)(Cl)Cl. Product: [Cl:27][C:10]1[N:6]([S:3]([N:2]([CH3:15])[CH3:1])(=[O:5])=[O:4])[N:7]=[C:8]([C:11]([F:14])([F:12])[F:13])[CH:9]=1. The catalyst class is: 7. (4) Reactant: [CH:1]([N:4](CC)C(C)C)(C)[CH3:2].BrCC#N.[N:14]([C:17]1[CH:54]=[CH:53][C:20]([CH2:21][O:22][C:23]([NH:25][C@@H:26]([CH2:46][S:47][S:48][C:49]([CH3:52])([CH3:51])[CH3:50])[C:27]([NH:29][CH2:30][CH2:31][CH2:32][CH2:33][C@H:34]([NH:38][C:39]([O:41][C:42]([CH3:45])([CH3:44])[CH3:43])=[O:40])[C:35]([OH:37])=[O:36])=[O:28])=[O:24])=[CH:19][CH:18]=1)=[N+:15]=[N-:16]. Product: [N:14]([C:17]1[CH:18]=[CH:19][C:20]([CH2:21][O:22][C:23]([NH:25][C@@H:26]([CH2:46][S:47][S:48][C:49]([CH3:52])([CH3:51])[CH3:50])[C:27]([NH:29][CH2:30][CH2:31][CH2:32][CH2:33][C@H:34]([NH:38][C:39]([O:41][C:42]([CH3:45])([CH3:43])[CH3:44])=[O:40])[C:35]([O:37][CH2:2][C:1]#[N:4])=[O:36])=[O:28])=[O:24])=[CH:53][CH:54]=1)=[N+:15]=[N-:16]. The catalyst class is: 10. (5) Reactant: [Cl:1][C:2]([Cl:7])([Cl:6])[C:3](Cl)=[O:4].O[N:9]=[C:10]([C:12]1[NH:16][C:15]2[CH:17]=[CH:18][CH:19]=[CH:20][C:14]=2[N:13]=1)[NH2:11].ClC(Cl)(Cl)C(O)=O.C([O-])(O)=O.[Na+]. Product: [Cl:1][C:2]([Cl:7])([Cl:6])[C:3]1[O:4][N:9]=[C:10]([C:12]2[NH:13][C:14]3[CH:20]=[CH:19][CH:18]=[CH:17][C:15]=3[N:16]=2)[N:11]=1. The catalyst class is: 25.